The task is: Predict the reactants needed to synthesize the given product.. This data is from Full USPTO retrosynthesis dataset with 1.9M reactions from patents (1976-2016). (1) Given the product [ClH:1].[Cl:24][C:20]1[CH:21]=[N:22][CH:23]=[C:2]([Cl:1])[C:3]=1[C:4]([NH:6][C:7]1[CH:19]=[CH:18][C:10]([CH2:11][C@@H:12]([C:14]([O:16][CH3:17])=[O:15])[NH2:13])=[CH:9][CH:8]=1)=[O:5], predict the reactants needed to synthesize it. The reactants are: [Cl:1][C:2]1[CH:23]=[N:22][CH:21]=[C:20]([Cl:24])[C:3]=1[C:4]([NH:6][C:7]1[CH:19]=[CH:18][C:10]([CH2:11][C@@H:12]([C:14]([O:16][CH3:17])=[O:15])[NH2:13])=[CH:9][CH:8]=1)=[O:5].Cl. (2) The reactants are: Br[CH2:2][C:3]1[C:12]([N+:13]([O-:15])=[O:14])=[CH:11][CH:10]=[CH:9][C:4]=1[C:5]([O:7]C)=O.Cl.[NH2:17][C:18]1([CH2:26][CH2:27][CH2:28][CH2:29][NH:30][C:31](=[O:40])[O:32][CH2:33][C:34]2[CH:39]=[CH:38][CH:37]=[CH:36][CH:35]=2)[CH2:23][CH2:22][C:21](=[O:24])[NH:20][C:19]1=[O:25].C(N(CC)CC)C. Given the product [N+:13]([C:12]1[CH:11]=[CH:10][CH:9]=[C:4]2[C:3]=1[CH2:2][N:17]([C:18]1([CH2:26][CH2:27][CH2:28][CH2:29][NH:30][C:31](=[O:40])[O:32][CH2:33][C:34]3[CH:35]=[CH:36][CH:37]=[CH:38][CH:39]=3)[CH2:23][CH2:22][C:21](=[O:24])[NH:20][C:19]1=[O:25])[C:5]2=[O:7])([O-:15])=[O:14], predict the reactants needed to synthesize it. (3) Given the product [CH3:1][O:2][C:3](=[O:20])[C:4]1[CH:9]=[C:8]([C:10]([C:12]2[N:17]=[CH:16][C:15]([N:26]([C:25]3[CH:28]=[CH:29][C:22]([Cl:21])=[CH:23][CH:24]=3)[CH3:27])=[CH:14][N:13]=2)=[O:11])[CH:7]=[CH:6][C:5]=1[F:19], predict the reactants needed to synthesize it. The reactants are: [CH3:1][O:2][C:3](=[O:20])[C:4]1[CH:9]=[C:8]([C:10]([C:12]2[N:17]=[CH:16][C:15](Br)=[CH:14][N:13]=2)=[O:11])[CH:7]=[CH:6][C:5]=1[F:19].[Cl:21][C:22]1[CH:29]=[CH:28][C:25]([NH:26][CH3:27])=[CH:24][CH:23]=1. (4) Given the product [CH2:13]([NH:20][C:21]([NH:1][C:2]1[CH:3]=[C:4]2[C:9](=[CH:10][CH:11]=1)[C:8](=[O:12])[NH:7][CH:6]=[CH:5]2)=[O:22])[C:14]1[CH:19]=[CH:18][CH:17]=[CH:16][CH:15]=1, predict the reactants needed to synthesize it. The reactants are: [NH2:1][C:2]1[CH:3]=[C:4]2[C:9](=[CH:10][CH:11]=1)[C:8](=[O:12])[NH:7][CH:6]=[CH:5]2.[CH2:13]([N:20]=[C:21]=[O:22])[C:14]1[CH:19]=[CH:18][CH:17]=[CH:16][CH:15]=1. (5) Given the product [Br:2][C:3]1[CH:8]=[CH:7][CH:6]=[CH:5][C:4]=1[CH2:9][CH2:10][CH2:15][C:14]([OH:17])=[O:16], predict the reactants needed to synthesize it. The reactants are: Cl.[Br:2][C:3]1[CH:8]=[CH:7][CH:6]=[CH:5][C:4]=1[CH2:9][CH2:10]CC#N.[C:14]([OH:17])(=[O:16])[CH3:15]. (6) Given the product [Br:14][C:15]1[CH:20]=[C:19]([N:6]2[CH2:7][CH2:8][C:4]([CH:1]3[CH2:3][CH2:2]3)([C:10]#[N:11])[C:5]2=[O:9])[CH:18]=[CH:17][N:16]=1, predict the reactants needed to synthesize it. The reactants are: [CH:1]([C:4]1([C:10]#[N:11])[CH2:8][CH2:7][NH:6][C:5]1=[O:9])([CH3:3])[CH3:2].[H-].[Na+].[Br:14][C:15]1[CH:20]=[C:19](F)[CH:18]=[CH:17][N:16]=1.O. (7) Given the product [CH2:36]([C:32]([S:38][CH2:39][CH2:40][CH2:41][CH2:42]/[CH:43]=[CH:44]\[CH2:45]/[CH:46]=[CH:47]\[CH2:48]/[CH:49]=[CH:50]\[CH2:51]/[CH:52]=[CH:53]\[CH2:54]/[CH:55]=[CH:56]\[CH2:57][CH3:58])([CH2:30][CH3:31])[C:33]([NH:69][C:67]1[CH:66]=[CH:65][C:63]([OH:64])=[C:62]([CH:68]=1)[C:61]([O:60][CH3:59])=[O:70])=[O:35])[CH3:37], predict the reactants needed to synthesize it. The reactants are: CN1CCOCC1.CN(C(ON1N=NC2C=CC=CC1=2)=[N+](C)C)C.[B-](F)(F)(F)F.[CH2:30]([C:32]([S:38][CH2:39][CH2:40][CH2:41][CH2:42]/[CH:43]=[CH:44]\[CH2:45]/[CH:46]=[CH:47]\[CH2:48]/[CH:49]=[CH:50]\[CH2:51]/[CH:52]=[CH:53]\[CH2:54]/[CH:55]=[CH:56]\[CH2:57][CH3:58])([CH2:36][CH3:37])[C:33]([OH:35])=O)[CH3:31].[CH3:59][O:60][C:61](=[O:70])[C:62]1[C:63](=[CH:65][CH:66]=[C:67]([NH2:69])[CH:68]=1)[OH:64].